Dataset: Full USPTO retrosynthesis dataset with 1.9M reactions from patents (1976-2016). Task: Predict the reactants needed to synthesize the given product. (1) Given the product [ClH:48].[ClH:48].[C:33]1([C@@H:30]([NH:29][C:28]([C:27]2[C:26]3[C:21](=[CH:22][CH:23]=[CH:24][CH:25]=3)[N:20]=[C:19]([C:40]3[CH:41]=[CH:42][CH:43]=[CH:44][CH:45]=3)[C:18]=2[CH2:17][N:14]2[CH2:13][CH2:12][N:11]([C:10](=[O:46])[CH2:9][CH2:8][NH2:7])[CH2:16][CH2:15]2)=[O:39])[CH2:31][CH3:32])[CH:38]=[CH:37][CH:36]=[CH:35][CH:34]=1, predict the reactants needed to synthesize it. The reactants are: C(OC(=O)[NH:7][CH2:8][CH2:9][C:10](=[O:46])[N:11]1[CH2:16][CH2:15][N:14]([CH2:17][C:18]2[C:19]([C:40]3[CH:45]=[CH:44][CH:43]=[CH:42][CH:41]=3)=[N:20][C:21]3[C:26]([C:27]=2[C:28](=[O:39])[NH:29][C@H:30]([C:33]2[CH:38]=[CH:37][CH:36]=[CH:35][CH:34]=2)[CH2:31][CH3:32])=[CH:25][CH:24]=[CH:23][CH:22]=3)[CH2:13][CH2:12]1)(C)(C)C.[ClH:48]. (2) Given the product [C:1]([C:3]1[C:33](=[O:34])[C@@H:32]([CH3:35])[C@@H:6]2[CH2:7][CH2:8][C:9]3[C:10]([C:16]4[CH:17]=[C:18]([C:22]5[CH:23]=[CH:24][C:25]([C:28]([NH2:43])=[O:30])=[CH:26][CH:27]=5)[CH:19]=[CH:20][CH:21]=4)=[N:11][C:12]([CH3:15])=[N:13][C:14]=3[C@@:5]2([C:36]2[CH:41]=[CH:40][CH:39]=[CH:38][CH:37]=2)[CH:4]=1)#[N:2], predict the reactants needed to synthesize it. The reactants are: [C:1]([C:3]1[C:33](=[O:34])[C@@H:32]([CH3:35])[C@@H:6]2[CH2:7][CH2:8][C:9]3[C:10]([C:16]4[CH:17]=[C:18]([C:22]5[CH:27]=[CH:26][C:25]([C:28]([O:30]C)=O)=[CH:24][CH:23]=5)[CH:19]=[CH:20][CH:21]=4)=[N:11][C:12]([CH3:15])=[N:13][C:14]=3[C@@:5]2([C:36]2[CH:41]=[CH:40][CH:39]=[CH:38][CH:37]=2)[CH:4]=1)#[N:2].[OH-].[NH4+:43]. (3) Given the product [Cl:1][CH2:2][CH2:3][C@@H:4]([O:5][C:15]1[CH:14]=[C:13]([CH3:21])[C:12]([F:11])=[CH:19][C:16]=1[C:17]#[N:18])[C:6]1[CH:10]=[CH:9][O:8][N:7]=1, predict the reactants needed to synthesize it. The reactants are: [Cl:1][CH2:2][CH2:3][C@@H:4]([C:6]1[CH:10]=[CH:9][O:8][N:7]=1)[OH:5].[F:11][C:12]1[C:13]([CH3:21])=[CH:14][C:15](O)=[C:16]([CH:19]=1)[C:17]#[N:18]. (4) Given the product [C:1]1([CH3:11])[CH:6]=[CH:5][C:4]([S:7]([N:12]2[CH2:16][CH2:15][C@H:14]([O:17][S:7]([C:22]3[CH:23]=[CH:6][C:1]([CH3:11])=[CH:2][CH:21]=3)(=[O:9])=[O:8])[CH2:13]2)(=[O:9])=[O:8])=[CH:3][CH:2]=1, predict the reactants needed to synthesize it. The reactants are: [C:1]1([CH3:11])[CH:6]=[CH:5][C:4]([S:7](Cl)(=[O:9])=[O:8])=[CH:3][CH:2]=1.[NH:12]1[CH2:16][CH2:15][C@H:14]([OH:17])[CH2:13]1.ClCCl.[CH2:21](O)[CH2:22][CH3:23]. (5) Given the product [F:2][C:3]1[CH:8]=[CH:7][C:6]([NH:9][C:10]2[CH:15]=[CH:14][N:13]=[C:12]([NH:16][C:17]3[CH:22]=[CH:21][C:20]([S:23]([N:28]([CH3:27])[CH:29]4[CH2:35][CH2:34][CH2:33][N:32]([CH3:36])[CH2:31][CH2:30]4)(=[O:25])=[O:24])=[CH:19][CH:18]=3)[N:11]=2)=[CH:5][CH:4]=1, predict the reactants needed to synthesize it. The reactants are: Cl.[F:2][C:3]1[CH:8]=[CH:7][C:6]([NH:9][C:10]2[CH:15]=[CH:14][N:13]=[C:12]([NH:16][C:17]3[CH:22]=[CH:21][C:20]([S:23](Cl)(=[O:25])=[O:24])=[CH:19][CH:18]=3)[N:11]=2)=[CH:5][CH:4]=1.[CH3:27][NH:28][CH:29]1[CH2:35][CH2:34][CH2:33][N:32]([CH3:36])[CH2:31][CH2:30]1. (6) Given the product [Cl:11][C:12]1[C:13]([CH3:20])=[C:14]([CH:17]=[CH:18][CH:19]=1)[CH:15]=[O:16], predict the reactants needed to synthesize it. The reactants are: ClC1C(C)=CC=CC=1C=O.[Cl:11][C:12]1[C:13]([CH3:20])=[C:14]([CH:17]=[CH:18][CH:19]=1)[CH2:15][OH:16].